This data is from Catalyst prediction with 721,799 reactions and 888 catalyst types from USPTO. The task is: Predict which catalyst facilitates the given reaction. (1) Reactant: [N:1]1[C:10]2[C:5](=[CH:6][C:7]([CH2:11][N:12]3[C:16]4=[N:17][C:18]([C:21](=O)[CH3:22])=[CH:19][CH:20]=[C:15]4[N:14]=[N:13]3)=[CH:8][CH:9]=2)[CH:4]=[CH:3][CH:2]=1.[C:24]([NH:32][NH2:33])(=[O:31])[C:25]1[CH:30]=[CH:29][N:28]=[CH:27][CH:26]=1. Product: [N:1]1[C:10]2[C:5](=[CH:6][C:7]([CH2:11][N:12]3[C:16]4=[N:17][C:18]([C:21](=[N:33][NH:32][C:24](=[O:31])[C:25]5[CH:30]=[CH:29][N:28]=[CH:27][CH:26]=5)[CH3:22])=[CH:19][CH:20]=[C:15]4[N:14]=[N:13]3)=[CH:8][CH:9]=2)[CH:4]=[CH:3][CH:2]=1. The catalyst class is: 8. (2) Reactant: [H-].[Al+3].[Li+].[H-].[H-].[H-].[CH2:7]([N:14]1[CH2:19][CH:18]2[CH:16]([CH:17]2[CH:20]=[N:21]O)[CH2:15]1)[C:8]1[CH:13]=[CH:12][CH:11]=[CH:10][CH:9]=1.O.[Cl-].[NH4+]. Product: [CH2:7]([N:14]1[CH2:19][CH:18]2[CH:16]([CH:17]2[CH2:20][NH2:21])[CH2:15]1)[C:8]1[CH:9]=[CH:10][CH:11]=[CH:12][CH:13]=1. The catalyst class is: 7. (3) Reactant: Cl.Cl.[NH:3]1[C:11]2[C:6](=[CH:7][C:8]([C:12]3[C:20]4[C:15](=[N:16][CH:17]=[N:18][C:19]=4[NH2:21])[N:14]([CH3:22])[N:13]=3)=[CH:9][CH:10]=2)[CH2:5][CH2:4]1.[Cl:23][C:24]1[C:25]([F:34])=[C:26]([CH2:30][C:31](O)=[O:32])[CH:27]=[CH:28][CH:29]=1.CN(C(ON1N=NC2C=CC=NC1=2)=[N+](C)C)C.F[P-](F)(F)(F)(F)F.CCN(C(C)C)C(C)C. The catalyst class is: 18. Product: [Cl:23][C:24]1[C:25]([F:34])=[C:26]([CH2:30][C:31]([N:3]2[C:11]3[C:6](=[CH:7][C:8]([C:12]4[C:20]5[C:15](=[N:16][CH:17]=[N:18][C:19]=5[NH2:21])[N:14]([CH3:22])[N:13]=4)=[CH:9][CH:10]=3)[CH2:5][CH2:4]2)=[O:32])[CH:27]=[CH:28][CH:29]=1. (4) Reactant: [Cl:1][C:2]1[CH:3]=[C:4]([CH:7]=[C:8](F)[CH:9]=1)[C:5]#[N:6].[CH3:11][O:12][C:13](=[O:24])[CH2:14][CH2:15][C:16]1[CH:21]=[CH:20][C:19]([OH:22])=[CH:18][C:17]=1[CH3:23].C(=O)([O-])[O-].[Cs+].[Cs+].CN(C)C=O. Product: [CH3:11][O:12][C:13](=[O:24])[CH2:14][CH2:15][C:16]1[CH:21]=[CH:20][C:19]([O:22][C:8]2[CH:7]=[C:4]([C:5]#[N:6])[CH:3]=[C:2]([Cl:1])[CH:9]=2)=[CH:18][C:17]=1[CH3:23]. The catalyst class is: 6. (5) Reactant: [Br:1][C:2]1[CH:14]=[CH:13][C:12]2[C:11]3[C:6](=[CH:7][C:8]([Br:15])=[CH:9][CH:10]=3)[C:5]([CH2:17][CH2:18][CH2:19][CH2:20][NH2:21])([CH3:16])[C:4]=2[CH:3]=1.[C:22]([O:26][C:27](O[C:27]([O:26][C:22]([CH3:25])([CH3:24])[CH3:23])=[O:28])=[O:28])([CH3:25])([CH3:24])[CH3:23]. Product: [C:22]([O:26][C:27](=[O:28])[NH:21][CH2:20][CH2:19][CH2:18][CH2:17][C:5]1([CH3:16])[C:4]2[CH:3]=[C:2]([Br:1])[CH:14]=[CH:13][C:12]=2[C:11]2[C:6]1=[CH:7][C:8]([Br:15])=[CH:9][CH:10]=2)([CH3:25])([CH3:24])[CH3:23]. The catalyst class is: 1. (6) Reactant: [F:1][CH:2]([F:21])[O:3][C:4]1[CH:5]=[C:6]2[C:10](=[CH:11][CH:12]=1)[N:9](C(OC(C)(C)C)=O)[N:8]=[C:7]2[I:20].FC(F)(F)C(O)=O. Product: [F:21][CH:2]([F:1])[O:3][C:4]1[CH:5]=[C:6]2[C:10](=[CH:11][CH:12]=1)[NH:9][N:8]=[C:7]2[I:20]. The catalyst class is: 4. (7) Reactant: [CH3:1][O:2][C:3]1[CH:52]=[CH:51][C:6]([CH2:7][N:8]2[C:12]3=[N:13][CH:14]=[CH:15][C:16]([O:17][C:18]4[CH:23]=[CH:22][C:21]([C:24](=[O:36])[NH:25][C:26]5[CH:31]=[C:30]([C:32]([F:35])([F:34])[F:33])[CH:29]=[CH:28][N:27]=5)=[CH:20][CH:19]=4)=[C:11]3[C:10]([NH:37][C@@H:38]3[CH2:43][CH2:42][CH2:41][N:40](C(OC(C)(C)C)=O)[CH2:39]3)=[N:9]2)=[CH:5][CH:4]=1.C(O)(C(F)(F)F)=O. Product: [CH3:1][O:2][C:3]1[CH:4]=[CH:5][C:6]([CH2:7][N:8]2[C:12]3=[N:13][CH:14]=[CH:15][C:16]([O:17][C:18]4[CH:23]=[CH:22][C:21]([C:24]([NH:25][C:26]5[CH:31]=[C:30]([C:32]([F:35])([F:33])[F:34])[CH:29]=[CH:28][N:27]=5)=[O:36])=[CH:20][CH:19]=4)=[C:11]3[C:10]([NH:37][C@@H:38]3[CH2:43][CH2:42][CH2:41][NH:40][CH2:39]3)=[N:9]2)=[CH:51][CH:52]=1. The catalyst class is: 2. (8) Reactant: [C:1]1([C:11]2[N:12]3[CH2:20][CH2:19][N:18]=[C:13]3[S:14][C:15]=2[CH:16]=[O:17])[C:10]2[C:5](=[CH:6][CH:7]=[CH:8][CH:9]=2)[CH:4]=[CH:3][CH:2]=1.[BH4-].[Na+].O. Product: [C:1]1([C:11]2[N:12]3[CH2:20][CH2:19][N:18]=[C:13]3[S:14][C:15]=2[CH2:16][OH:17])[C:10]2[C:5](=[CH:6][CH:7]=[CH:8][CH:9]=2)[CH:4]=[CH:3][CH:2]=1. The catalyst class is: 5. (9) Reactant: [O:1]1CCCO[CH:2]1[C:7]1[CH:12]=[CH:11][C:10]([C:13]2[S:14][C:15]3[CH:21]=[C:20]([C:22]4([C:25]5[CH:30]=[CH:29][CH:28]=[CH:27][CH:26]=5)[CH2:24][CH2:23]4)[CH:19]=[CH:18][C:16]=3[N:17]=2)=[C:9]([F:31])[CH:8]=1.Cl. Product: [F:31][C:9]1[CH:8]=[C:7]([CH:12]=[CH:11][C:10]=1[C:13]1[S:14][C:15]2[CH:21]=[C:20]([C:22]3([C:25]4[CH:26]=[CH:27][CH:28]=[CH:29][CH:30]=4)[CH2:23][CH2:24]3)[CH:19]=[CH:18][C:16]=2[N:17]=1)[CH:2]=[O:1]. The catalyst class is: 1. (10) Product: [I:1][C:2]1[C:10]2[C:12](=[O:15])[N:8]([CH3:9])[CH:7]=[N:6][C:5]=2[N:4]([CH3:18])[CH:3]=1. Reactant: [I:1][C:2]1[C:10]2[C:9](=O)[NH:8][CH:7]=[N:6][C:5]=2[NH:4][CH:3]=1.[C:12](=[O:15])([O-])[O-].[K+].[K+].[C:18]1(C)C=CC(S(OC)(=O)=O)=CC=1.O. The catalyst class is: 3.